This data is from NCI-60 drug combinations with 297,098 pairs across 59 cell lines. The task is: Regression. Given two drug SMILES strings and cell line genomic features, predict the synergy score measuring deviation from expected non-interaction effect. (1) Drug 1: CC1OCC2C(O1)C(C(C(O2)OC3C4COC(=O)C4C(C5=CC6=C(C=C35)OCO6)C7=CC(=C(C(=C7)OC)O)OC)O)O. Drug 2: CC1C(C(CC(O1)OC2CC(CC3=C2C(=C4C(=C3O)C(=O)C5=CC=CC=C5C4=O)O)(C(=O)C)O)N)O. Cell line: SNB-19. Synergy scores: CSS=53.7, Synergy_ZIP=-6.64, Synergy_Bliss=-8.56, Synergy_Loewe=-3.31, Synergy_HSA=-1.73. (2) Drug 1: C1=CN(C=N1)CC(O)(P(=O)(O)O)P(=O)(O)O. Drug 2: C1C(C(OC1N2C=NC3=C2NC=NCC3O)CO)O. Cell line: SK-OV-3. Synergy scores: CSS=-2.34, Synergy_ZIP=0.102, Synergy_Bliss=-2.04, Synergy_Loewe=-2.33, Synergy_HSA=-4.63. (3) Drug 1: C1CN1C2=NC(=NC(=N2)N3CC3)N4CC4. Drug 2: CC12CCC3C(C1CCC2OP(=O)(O)O)CCC4=C3C=CC(=C4)OC(=O)N(CCCl)CCCl.[Na+]. Cell line: U251. Synergy scores: CSS=41.3, Synergy_ZIP=0.203, Synergy_Bliss=1.13, Synergy_Loewe=-22.3, Synergy_HSA=0.624. (4) Drug 1: C(=O)(N)NO. Drug 2: CC1=C(N=C(N=C1N)C(CC(=O)N)NCC(C(=O)N)N)C(=O)NC(C(C2=CN=CN2)OC3C(C(C(C(O3)CO)O)O)OC4C(C(C(C(O4)CO)O)OC(=O)N)O)C(=O)NC(C)C(C(C)C(=O)NC(C(C)O)C(=O)NCCC5=NC(=CS5)C6=NC(=CS6)C(=O)NCCC[S+](C)C)O. Cell line: UO-31. Synergy scores: CSS=16.3, Synergy_ZIP=-7.74, Synergy_Bliss=0.859, Synergy_Loewe=-8.47, Synergy_HSA=2.22.